This data is from Forward reaction prediction with 1.9M reactions from USPTO patents (1976-2016). The task is: Predict the product of the given reaction. (1) Given the reactants [NH2:1][C:2]1[CH:22]=[C:21]([C:23]2[N:27]=[C:26]([CH3:28])[O:25][N:24]=2)[CH:20]=[CH:19][C:3]=1[CH2:4][NH:5][C:6](=[O:18])[C:7]1[CH:12]=[C:11]([O:13][CH3:14])[C:10]([CH3:15])=[C:9]([O:16][CH3:17])[CH:8]=1.[C:29]([O:33][CH3:34])(=[O:32])[CH:30]=[CH2:31].C(O)(=O)C, predict the reaction product. The product is: [CH3:34][O:33][C:29](=[O:32])[CH2:30][CH2:31][NH:1][C:2]1[CH:22]=[C:21]([C:23]2[N:27]=[C:26]([CH3:28])[O:25][N:24]=2)[CH:20]=[CH:19][C:3]=1[CH2:4][NH:5][C:6](=[O:18])[C:7]1[CH:12]=[C:11]([O:13][CH3:14])[C:10]([CH3:15])=[C:9]([O:16][CH3:17])[CH:8]=1. (2) Given the reactants [OH:1][CH2:2][C@H:3]1[O:7][C:6]([CH3:9])([CH3:8])[N:5]([C:10]([O:12][C:13]([CH3:16])([CH3:15])[CH3:14])=[O:11])[C@H:4]1[CH2:17][C:18]1[CH:23]=[CH:22][N:21]=[CH:20][CH:19]=1.[CH3:24]C([Si](Cl)(C)C)(C)C.N1C=CN=C1, predict the reaction product. The product is: [OH:1][CH2:2][C@H:3]1[O:7][C:6]([CH3:8])([CH3:9])[N:5]([C:10]([O:12][C:13]([CH3:15])([CH3:16])[CH3:14])=[O:11])[C@H:4]1[CH2:17][C:18]1[CH:19]=[CH:20][N:21]=[C:22]([CH3:24])[CH:23]=1. (3) Given the reactants [N:1]1([CH2:6][C:7]([OH:9])=O)[CH:5]=[N:4][CH:3]=[N:2]1.[F:10][C:11]1[CH:39]=[CH:38][C:14]([O:15][C:16]2[CH:21]=[CH:20][C:19]([NH:22][C:23]([C@@H:25]3[CH2:29][C@@H:28]([CH2:30][C:31]4[CH:36]=[CH:35][CH:34]=[C:33]([CH3:37])[CH:32]=4)[CH2:27][NH:26]3)=[O:24])=[CH:18][CH:17]=2)=[CH:13][CH:12]=1, predict the reaction product. The product is: [N:1]1([CH2:6][C:7]([N:26]2[CH2:27][C@H:28]([CH2:30][C:31]3[CH:36]=[CH:35][CH:34]=[C:33]([CH3:37])[CH:32]=3)[CH2:29][C@H:25]2[C:23]([NH:22][C:19]2[CH:20]=[CH:21][C:16]([O:15][C:14]3[CH:13]=[CH:12][C:11]([F:10])=[CH:39][CH:38]=3)=[CH:17][CH:18]=2)=[O:24])=[O:9])[CH:5]=[N:4][CH:3]=[N:2]1. (4) Given the reactants C(N1C2C(=CC=CC=2)CC1=O)C1C=CC=CC=1.[F:18][C:19]1[CH:20]=[C:21]2[C:25](=[CH:26][CH:27]=1)[N:24]([CH2:28][C:29]1[CH:34]=[CH:33][CH:32]=[CH:31][CH:30]=1)[C:23](=[O:35])[C:22]2=O.CCOCC, predict the reaction product. The product is: [CH2:28]([N:24]1[C:25]2[C:21](=[CH:20][C:19]([F:18])=[CH:27][CH:26]=2)[CH2:22][C:23]1=[O:35])[C:29]1[CH:34]=[CH:33][CH:32]=[CH:31][CH:30]=1. (5) Given the reactants [Cl:1][C:2]1[CH:7]=[CH:6][CH:5]=[CH:4][C:3]=1[C:8]1[C:16]2[O:15][CH:14]([CH2:17]OS(C3C=CC(C)=CC=3)(=O)=O)[O:13][C:12]=2[CH:11]=[C:10]([F:29])[CH:9]=1.[CH3:30][NH:31][CH3:32], predict the reaction product. The product is: [Cl:1][C:2]1[CH:7]=[CH:6][CH:5]=[CH:4][C:3]=1[C:8]1[C:16]2[O:15][CH:14]([CH2:17][N:31]([CH3:32])[CH3:30])[O:13][C:12]=2[CH:11]=[C:10]([F:29])[CH:9]=1.